Predict the product of the given reaction. From a dataset of Forward reaction prediction with 1.9M reactions from USPTO patents (1976-2016). (1) The product is: [F:1][C:2]1[CH:7]=[C:6]([F:8])[CH:5]=[CH:4][C:3]=1[C:9]1[CH:14]=[CH:13][CH:12]=[C:11]([N:15]2[CH2:20][CH2:19][C:18]([CH2:27][C:28]([NH2:38])=[O:29])([C:21]3[CH:26]=[CH:25][CH:24]=[CH:23][CH:22]=3)[O:17][C:16]2=[O:31])[CH:10]=1. Given the reactants [F:1][C:2]1[CH:7]=[C:6]([F:8])[CH:5]=[CH:4][C:3]=1[C:9]1[CH:14]=[CH:13][CH:12]=[C:11]([N:15]2[CH2:20][CH2:19][C:18]([CH2:27][C:28](O)=[O:29])([C:21]3[CH:26]=[CH:25][CH:24]=[CH:23][CH:22]=3)[O:17][C:16]2=[O:31])[CH:10]=1.C1C=CC2N(O)N=[N:38]C=2C=1.CCN=C=NCCCN(C)C.Cl.CCN(C(C)C)C(C)C, predict the reaction product. (2) Given the reactants [F:1][C:2]1[CH:7]=[CH:6][C:5]([F:8])=[CH:4][C:3]=1[C:9]1[CH2:13][N:12]([C:14]([N:16]([CH3:18])[CH3:17])=[O:15])[C:11]([CH:25]=[O:26])([C:19]2[CH:24]=[CH:23][CH:22]=[CH:21][CH:20]=2)[CH:10]=1.[CH3:27][Mg]Br, predict the reaction product. The product is: [F:1][C:2]1[CH:7]=[CH:6][C:5]([F:8])=[CH:4][C:3]=1[C:9]1[CH2:13][N:12]([C:14]([N:16]([CH3:18])[CH3:17])=[O:15])[C:11]([CH:25]([OH:26])[CH3:27])([C:19]2[CH:24]=[CH:23][CH:22]=[CH:21][CH:20]=2)[CH:10]=1. (3) Given the reactants [CH2:1]([O:3][C:4]([CH:6]1[CH2:11][CH2:10][N:9]([C:12]2[CH:17]=[C:16]([C:18]([OH:34])([C:30]([F:33])([F:32])[F:31])[CH:19]([C:21]3[CH:26]=[CH:25][C:24]([O:27]C)=[CH:23][C:22]=3[Cl:29])[CH3:20])[CH:15]=[CH:14][N:13]=2)[CH2:8][CH2:7]1)=[O:5])[CH3:2].B(Br)(Br)Br, predict the reaction product. The product is: [CH2:1]([O:3][C:4]([CH:6]1[CH2:7][CH2:8][N:9]([C:12]2[CH:17]=[C:16]([C:18]([OH:34])([C:30]([F:31])([F:32])[F:33])[CH:19]([C:21]3[CH:26]=[CH:25][C:24]([OH:27])=[CH:23][C:22]=3[Cl:29])[CH3:20])[CH:15]=[CH:14][N:13]=2)[CH2:10][CH2:11]1)=[O:5])[CH3:2]. (4) Given the reactants C(Cl)(=O)C(Cl)=O.CS(C)=O.[C:11]([O:14][C@H:15]1[C@H:20]([O:21][C:22](=[O:24])[CH3:23])[C@@H:19]([O:25][C:26](=[O:28])[CH3:27])[C@H:18]([C:29]2[CH:34]=[CH:33][C:32]([Cl:35])=[C:31]([CH2:36][C:37]3[CH:42]=[CH:41][C:40]([O:43][CH2:44][CH2:45][OH:46])=[CH:39][CH:38]=3)[CH:30]=2)[O:17][C@@H:16]1[CH2:47][O:48][C:49](=[O:51])[CH3:50])(=[O:13])[CH3:12].CCN(CC)CC, predict the reaction product. The product is: [C:11]([O:14][C@H:15]1[C@H:20]([O:21][C:22](=[O:24])[CH3:23])[C@@H:19]([O:25][C:26](=[O:28])[CH3:27])[C@H:18]([C:29]2[CH:34]=[CH:33][C:32]([Cl:35])=[C:31]([CH2:36][C:37]3[CH:38]=[CH:39][C:40]([O:43][CH2:44][CH:45]=[O:46])=[CH:41][CH:42]=3)[CH:30]=2)[O:17][C@@H:16]1[CH2:47][O:48][C:49](=[O:51])[CH3:50])(=[O:13])[CH3:12]. (5) Given the reactants [ClH:1].CN1C(C)=CC(=O)C(O)=C1COC.Cl.[CH3:16][N:17]1[C:22]([CH3:23])=[CH:21][C:20](=[O:24])[C:19]([O:25]CC2C=CC=CC=2)=[C:18]1[CH:33]([O:35][CH3:36])[CH3:34], predict the reaction product. The product is: [ClH:1].[CH3:16][N:17]1[C:22]([CH3:23])=[CH:21][C:20](=[O:24])[C:19]([OH:25])=[C:18]1[CH:33]([O:35][CH3:36])[CH3:34]. (6) Given the reactants [C:1]([N:4]1[CH:13]=[CH:12][C:11]2[C:6](=[CH:7][CH:8]=[C:9]([F:15])[C:10]=2[Br:14])[CH:5]1[CH2:16][C:17]([O:19]C)=O)(=[O:3])[CH3:2].BrC1C(F)=CC=C2C=1C=C[N:26]=C2.C([Si](OC(OC)=C)(C)C)(C)(C)C.Cl, predict the reaction product. The product is: [Br:14][C:10]1[C:9]([F:15])=[CH:8][CH:7]=[C:6]2[C:11]=1[CH2:12][CH2:13][N:4]1[C:1](=[O:3])[CH2:2][NH:26][C:17](=[O:19])[CH:16]=[C:5]12. (7) Given the reactants [Br:1][C:2]1[C:3]([N:9]([CH:11]2[CH2:15][CH2:14][CH2:13][CH2:12]2)[CH3:10])=[N:4][C:5](Cl)=[N:6][CH:7]=1.CC(C)([O-])C.[Na+].[C:22]([O:26][C:27]([N:29]1[CH2:34][CH2:33][N:32]([C:35]2[CH:40]=[CH:39][C:38]([NH2:41])=[CH:37][CH:36]=2)[CH2:31][CH2:30]1)=[O:28])([CH3:25])([CH3:24])[CH3:23], predict the reaction product. The product is: [C:22]([O:26][C:27]([N:29]1[CH2:34][CH2:33][N:32]([C:35]2[CH:36]=[CH:37][C:38]([NH:41][C:5]3[N:4]=[C:3]([N:9]([CH:11]4[CH2:15][CH2:14][CH2:13][CH2:12]4)[CH3:10])[C:2]([Br:1])=[CH:7][N:6]=3)=[CH:39][CH:40]=2)[CH2:31][CH2:30]1)=[O:28])([CH3:25])([CH3:23])[CH3:24]. (8) Given the reactants Cl.[NH:2]1[CH2:7][CH2:6][CH:5]([C:8]2[C:16]3[C:11](=[C:12]([C:22]([NH2:24])=[O:23])[CH:13]=[C:14]([C:17]4[S:18][CH:19]=[CH:20][CH:21]=4)[CH:15]=3)[NH:10][N:9]=2)[CH2:4][CH2:3]1.[CH2:25]([S:27](Cl)(=[O:29])=[O:28])[CH3:26].C(N(CC)CC)C, predict the reaction product. The product is: [CH2:25]([S:27]([N:2]1[CH2:7][CH2:6][CH:5]([C:8]2[C:16]3[C:11](=[C:12]([C:22]([NH2:24])=[O:23])[CH:13]=[C:14]([C:17]4[S:18][CH:19]=[CH:20][CH:21]=4)[CH:15]=3)[NH:10][N:9]=2)[CH2:4][CH2:3]1)(=[O:29])=[O:28])[CH3:26]. (9) The product is: [Br:21][C:12]1[CH:13]=[C:14]([O:19][CH3:20])[C:15]([O:17][CH3:18])=[CH:16][C:11]=1[C:9]1[CH:8]=[N:7][C:6]2=[C:2]([N:22]3[CH2:27][CH2:26][O:25][CH2:24][CH2:23]3)[S:3][N:4]=[C:5]2[CH:10]=1. Given the reactants Br[C:2]1[S:3][N:4]=[C:5]2[CH:10]=[C:9]([C:11]3[CH:16]=[C:15]([O:17][CH3:18])[C:14]([O:19][CH3:20])=[CH:13][C:12]=3[Br:21])[CH:8]=[N:7][C:6]=12.[NH:22]1[CH2:27][CH2:26][O:25][CH2:24][CH2:23]1, predict the reaction product. (10) Given the reactants [OH:1][C:2]([CH3:34])([CH3:33])[CH2:3][C@@:4]1([C:27]2[CH:32]=[CH:31][CH:30]=[CH:29][CH:28]=2)[O:9][C:8](=[O:10])[N:7]([C@H:11]([C:13]2[CH:18]=[CH:17][C:16]([C:19]#[C:20][C:21]([CH3:26])([CH3:25])[C:22](O)=[O:23])=[CH:15][CH:14]=2)[CH3:12])[CH2:6][CH2:5]1.C[CH2:36][N:37](C(C)C)[CH:38](C)C.N(C)C.C1COCC1.CN(C(ON1N=NC2C=CC=NC1=2)=[N+](C)C)C.F[P-](F)(F)(F)(F)F, predict the reaction product. The product is: [OH:1][C:2]([CH3:34])([CH3:33])[CH2:3][C@@:4]1([C:27]2[CH:32]=[CH:31][CH:30]=[CH:29][CH:28]=2)[O:9][C:8](=[O:10])[N:7]([C@H:11]([C:13]2[CH:18]=[CH:17][C:16]([C:19]#[C:20][C:21]([CH3:26])([CH3:25])[C:22]([N:37]([CH3:38])[CH3:36])=[O:23])=[CH:15][CH:14]=2)[CH3:12])[CH2:6][CH2:5]1.